From a dataset of Reaction yield outcomes from USPTO patents with 853,638 reactions. Predict the reaction yield, written as a fraction of the theoretical maximum amount of product (1.0 means a 100% yield; for example, 0.34 means a 34% yield). (1) The product is [Cl:1][C:2]1[CH:23]=[C:22]([Cl:24])[CH:21]=[CH:20][C:3]=1[CH2:4][NH:5][C:6]([C:8]1[C:9]([O:16][CH:17]([CH3:19])[CH3:18])=[N:10][N:11]([CH2:13][CH2:14][O:15][C:28]2[C:27]([CH2:25][CH3:26])=[CH:32][CH:31]=[CH:30][C:29]=2[CH2:33][C:34]([OH:36])=[O:35])[CH:12]=1)=[O:7]. The yield is 0.480. The reactants are [Cl:1][C:2]1[CH:23]=[C:22]([Cl:24])[CH:21]=[CH:20][C:3]=1[CH2:4][NH:5][C:6]([C:8]1[C:9]([O:16][CH:17]([CH3:19])[CH3:18])=[N:10][N:11]([CH2:13][CH2:14][OH:15])[CH:12]=1)=[O:7].[CH2:25]([C:27]1[C:28](O)=[C:29]([CH2:33][C:34]([O:36]C)=[O:35])[CH:30]=[CH:31][CH:32]=1)[CH3:26].C(P(CCCC)CCCC)CCC.N(C(N1CCCCC1)=O)=NC(N1CCCCC1)=O. The catalyst is O1CCCC1. (2) The reactants are [CH:1]([N:4]1[C:8]([N:9]2[N:18]=[C:17]3[C:11]([CH2:12][CH2:13][O:14][C:15]4[CH:22]=[C:21]([C:23]5[CH:24]=[N:25][N:26]([CH2:28][CH2:29][O:30]C6CCCCO6)[CH:27]=5)[CH:20]=[CH:19][C:16]=43)=[CH:10]2)=[N:7][CH:6]=[N:5]1)([CH3:3])[CH3:2].Cl.CO. The catalyst is C(OCC)C. The product is [CH:1]([N:4]1[C:8]([N:9]2[N:18]=[C:17]3[C:11]([CH2:12][CH2:13][O:14][C:15]4[CH:22]=[C:21]([C:23]5[CH:24]=[N:25][N:26]([CH2:28][CH2:29][OH:30])[CH:27]=5)[CH:20]=[CH:19][C:16]=43)=[CH:10]2)=[N:7][CH:6]=[N:5]1)([CH3:3])[CH3:2]. The yield is 0.860.